From a dataset of Full USPTO retrosynthesis dataset with 1.9M reactions from patents (1976-2016). Predict the reactants needed to synthesize the given product. (1) Given the product [CH3:1][O:2][C:3]1[CH:4]=[C:5]2[C:10](=[CH:11][C:12]=1[O:13][CH3:14])[N:9]=[CH:8][N:7]=[C:6]2[O:15][C:16]1[CH:22]=[CH:21][C:19]([NH:20][C:43](=[O:49])[O:44][CH2:45][CH2:56][CH2:55][O:54][C:53]2[CH:59]=[CH:60][CH:61]=[CH:62][C:52]=2[F:51])=[C:18]([CH3:23])[C:17]=1[CH3:24], predict the reactants needed to synthesize it. The reactants are: [CH3:1][O:2][C:3]1[CH:4]=[C:5]2[C:10](=[CH:11][C:12]=1[O:13][CH3:14])[N:9]=[CH:8][N:7]=[C:6]2[O:15][C:16]1[CH:22]=[CH:21][C:19]([NH2:20])=[C:18]([CH3:23])[C:17]=1[CH3:24].C1(C)C=CC=CC=1.C(N(CC)CC)C.ClC(Cl)(O[C:43](=[O:49])[O:44][C:45](Cl)(Cl)Cl)Cl.[F:51][C:52]1[CH:62]=[CH:61][CH:60]=[CH:59][C:53]=1[O:54][CH2:55][CH2:56]CO. (2) The reactants are: [F:1][C:2]1[CH:18]=[CH:17][C:16]([F:19])=[CH:15][C:3]=1[O:4][C:5]1([CH2:13][OH:14])[CH2:10][CH2:9][CH2:8][N:7]([N:11]=O)[CH2:6]1. Given the product [NH2:11][N:7]1[CH2:8][CH2:9][CH2:10][C:5]([CH2:13][OH:14])([O:4][C:3]2[CH:15]=[C:16]([F:19])[CH:17]=[CH:18][C:2]=2[F:1])[CH2:6]1, predict the reactants needed to synthesize it. (3) Given the product [F:1][C:2]([F:8])([F:7])[S:3]([O-:6])(=[O:5])=[O:4].[O:20]=[C:21]([C:28]([CH3:31])([CH3:30])[CH3:29])[CH2:22][S+:23]1[CH2:27][CH2:26][CH2:25][CH2:24]1, predict the reactants needed to synthesize it. The reactants are: [F:1][C:2]([F:8])([F:7])[S:3]([O-:6])(=[O:5])=[O:4].[K+].CC(C)=O.C(OCC)C.[Br-].[O:20]=[C:21]([C:28]([CH3:31])([CH3:30])[CH3:29])[CH2:22][S+:23]1[CH2:27][CH2:26][CH2:25][CH2:24]1. (4) Given the product [Cl:16][C:17]1[N:22]=[C:21]([N:7]([CH:4]2[CH2:3][CH2:2][O:1][CH2:6][CH2:5]2)[NH:8][C:9]([O:11][C:12]([CH3:15])([CH3:14])[CH3:13])=[O:10])[C:20]([Cl:24])=[CH:19][N:18]=1, predict the reactants needed to synthesize it. The reactants are: [O:1]1[CH2:6][CH2:5][CH:4]([NH:7][NH:8][C:9]([O:11][C:12]([CH3:15])([CH3:14])[CH3:13])=[O:10])[CH2:3][CH2:2]1.[Cl:16][C:17]1[N:22]=[C:21](Cl)[C:20]([Cl:24])=[CH:19][N:18]=1.CCN(C(C)C)C(C)C. (5) Given the product [Cl:11][C:6]1[C:7]2[CH:8]=[CH:9][N:12]([C@@H:13]3[CH2:16][C@H:15]([CH2:17][O:18][C:19](=[O:26])[C:20]4[CH:21]=[CH:22][CH:23]=[CH:24][CH:25]=4)[CH2:14]3)[C:2]=2[N:3]=[CH:4][N:5]=1, predict the reactants needed to synthesize it. The reactants are: Cl[C:2]1[C:7]([CH2:8][CH:9]=O)=[C:6]([Cl:11])[N:5]=[CH:4][N:3]=1.[NH2:12][CH:13]1[CH2:16][CH:15]([CH2:17][O:18][C:19](=[O:26])[C:20]2[CH:25]=[CH:24][CH:23]=[CH:22][CH:21]=2)[CH2:14]1.C(N(C(C)C)CC)(C)C. (6) Given the product [C:12]([O:8][C:7](=[O:9])[CH2:6][CH:5]([S:4][C:1](=[O:3])[CH3:2])[CH2:10][CH2:11][C:12]1[CH:13]=[CH:14][CH:15]=[CH:16][CH:17]=1)([CH3:17])([CH3:13])[CH3:11], predict the reactants needed to synthesize it. The reactants are: [C:1]([S:4][CH:5]([CH2:10][CH2:11][C:12]1[CH:17]=[CH:16][CH:15]=[CH:14][CH:13]=1)[CH2:6][C:7]([OH:9])=[O:8])(=[O:3])[CH3:2].OS(O)(=O)=O. (7) The reactants are: C(N(CC(O)=O)CC(O)=O)[CH2:2][N:3](CC(O)=O)CC(O)=O.Br[C:22]1[CH:23]=[C:24]([C:28]2[C:33]([C:34]3[O:35][C:36]([C:39]4[CH:44]=[CH:43][CH:42]=[CH:41][CH:40]=4)=[N:37][N:38]=3)=[CH:32][N:31]=[C:30]([CH3:45])[N:29]=2)[CH:25]=[CH:26][CH:27]=1. Given the product [CH3:45][C:30]1[N:29]=[C:28]([C:24]2[CH:23]=[C:22]([CH:27]=[CH:26][CH:25]=2)[C:2]#[N:3])[C:33]([C:34]2[O:35][C:36]([C:39]3[CH:44]=[CH:43][CH:42]=[CH:41][CH:40]=3)=[N:37][N:38]=2)=[CH:32][N:31]=1, predict the reactants needed to synthesize it.